Dataset: Peptide-MHC class II binding affinity with 134,281 pairs from IEDB. Task: Regression. Given a peptide amino acid sequence and an MHC pseudo amino acid sequence, predict their binding affinity value. This is MHC class II binding data. (1) The peptide sequence is SPGAQGLQGPRGLPGT. The MHC is HLA-DQA10301-DQB10302 with pseudo-sequence HLA-DQA10301-DQB10302. The binding affinity (normalized) is 0. (2) The peptide sequence is FLGCLVKEIPPRLLY. The MHC is HLA-DPA10103-DPB10201 with pseudo-sequence HLA-DPA10103-DPB10201. The binding affinity (normalized) is 0.393. (3) The peptide sequence is AAATAGTVVYGAFAA. The MHC is HLA-DQA10102-DQB10602 with pseudo-sequence HLA-DQA10102-DQB10602. The binding affinity (normalized) is 0.758. (4) The peptide sequence is TGVAVSRGTAKLRWF. The MHC is DRB3_0202 with pseudo-sequence DRB3_0202. The binding affinity (normalized) is 0.428.